From a dataset of Catalyst prediction with 721,799 reactions and 888 catalyst types from USPTO. Predict which catalyst facilitates the given reaction. (1) Reactant: [Cl:1][C:2]1[CH:27]=[CH:26][C:5]([CH2:6][CH:7]2[C:16]3[C:11](=[CH:12][CH:13]=[C:14]([OH:17])[CH:15]=3)[CH2:10][CH2:9][CH:8]2[NH:18][C:19](=[O:25])[O:20][C:21]([CH3:24])([CH3:23])[CH3:22])=[CH:4][CH:3]=1.[F:28][C:29]([F:48])([F:47])[S:30](N(C1C=CC=CC=1)[S:30]([C:29]([F:48])([F:47])[F:28])(=[O:32])=[O:31])(=[O:32])=[O:31].C(N(CC)CC)C. Product: [F:28][C:29]([F:48])([F:47])[S:30]([O:17][C:14]1[CH:13]=[CH:12][C:11]2[CH2:10][CH2:9][CH:8]([NH:18][C:19]([O:20][C:21]([CH3:22])([CH3:23])[CH3:24])=[O:25])[CH:7]([CH2:6][C:5]3[CH:26]=[CH:27][C:2]([Cl:1])=[CH:3][CH:4]=3)[C:16]=2[CH:15]=1)(=[O:32])=[O:31]. The catalyst class is: 4. (2) Reactant: [C:1]1([CH2:7][O:8][CH2:9][C:10]([OH:12])=O)[CH:6]=[CH:5][CH:4]=[CH:3][CH:2]=1.[CH:13]1([N:19]=[C:20]=NC2CCCCC2)CCCCC1.O=C1C2C=CC=CC=2C(=O)N1CCCS(OCC(C)(C)[C@@H](OCC1C=CC=CC=1)C(O)=O)(=O)=O.CNC. Product: [CH3:13][N:19]([CH3:20])[C:10](=[O:12])[CH2:9][O:8][CH2:7][C:1]1[CH:6]=[CH:5][CH:4]=[CH:3][CH:2]=1. The catalyst class is: 489. (3) Reactant: [O:1]=[C:2]1[C:10]2([C:14]3=[CH:15][C:16]4[O:20][CH2:19][O:18][C:17]=4[CH:21]=[C:13]3[O:12][CH2:11]2)[C:9]2[C:4](=[CH:5][CH:6]=[CH:7][CH:8]=2)[N:3]1[CH2:22][C:23]1[CH:28]=[CH:27][C:26]([NH:29][C@@H:30]2[CH2:34][CH2:33][N:32](C(OC(C)(C)C)=O)[CH2:31]2)=[CH:25][CH:24]=1.FC(F)(F)C(O)=O.[OH-].[Na+]. Product: [OH-:1].[NH:32]1[CH2:33][CH2:34][C@@H:30]([NH:29][C:26]2[CH:25]=[CH:24][C:23]([CH2:22][N:3]3[C:4]4[C:9](=[CH:8][CH:7]=[CH:6][CH:5]=4)[C:10]4([C:14]5=[CH:15][C:16]6[O:20][CH2:19][O:18][C:17]=6[CH:21]=[C:13]5[O:12][CH2:11]4)[C:2]3=[O:1])=[CH:28][CH:27]=2)[CH2:31]1. The catalyst class is: 4. (4) Reactant: N1C=CN=C1.[Br:6][C:7]1[CH:8]=[C:9]([CH:12]=[C:13]([Br:15])[CH:14]=1)[CH2:10][OH:11].[Si:16](Cl)([C:29]([CH3:32])([CH3:31])[CH3:30])([C:23]1[CH:28]=[CH:27][CH:26]=[CH:25][CH:24]=1)[C:17]1[CH:22]=[CH:21][CH:20]=[CH:19][CH:18]=1. Product: [C:29]([Si:16]([O:11][CH2:10][C:9]1[CH:8]=[C:7]([Br:6])[CH:14]=[C:13]([Br:15])[CH:12]=1)([C:23]1[CH:28]=[CH:27][CH:26]=[CH:25][CH:24]=1)[C:17]1[CH:18]=[CH:19][CH:20]=[CH:21][CH:22]=1)([CH3:32])([CH3:30])[CH3:31]. The catalyst class is: 39. (5) Reactant: [C:1](Cl)(=O)C(Cl)=O.[Cl:7][C:8]1[CH:13]=[CH:12][N:11]=[C:10]([C:14]([OH:16])=[O:15])[CH:9]=1.CN(C)C=O. Product: [CH3:1][O:15][C:14]([C:10]1[CH:9]=[C:8]([Cl:7])[CH:13]=[CH:12][N:11]=1)=[O:16]. The catalyst class is: 4. (6) Reactant: CC1(C)COC(=O)[C@@H]1[C:8]12[CH2:15][CH2:14][CH:11]([CH2:12][CH2:13]1)[CH2:10][C@@H:9]2[C:16]([O-:18])=[O:17].[OH-].[Li+]. Product: [CH:8]12[CH2:13][CH2:12][CH:11]([CH2:14][CH2:15]1)[CH2:10][C@@H:9]2[C:16]([OH:18])=[O:17]. The catalyst class is: 30. (7) The catalyst class is: 41. Product: [F:26][CH:25]([F:27])[C:21]1[NH:20][C:14]([CH3:15])=[C:12]([C:13]#[N:17])[CH:11]([C:3]2[CH:4]=[C:5]3[C:9](=[CH:10][C:2]=2[F:1])[NH:8][N:7]=[CH:6]3)[C:22]=1[C:23]#[N:24]. Reactant: [F:1][C:2]1[CH:10]=[C:9]2[C:5]([CH:6]=[N:7][NH:8]2)=[CH:4][C:3]=1/[CH:11]=[C:12](/[C:14](=O)[CH3:15])\[CH3:13].[N:17]([O-])=O.[NH2:20][C:21]([CH:25]([F:27])[F:26])=[CH:22][C:23]#[N:24]. (8) Reactant: [N:1]1[NH:2][C:3]([NH:6][C:7]2[CH:12]=[C:11](Cl)[N:10]=[C:9]([S:14][C:15]3[CH:20]=[CH:19][C:18]([NH:21][C:22]([CH:24]4[CH2:26][CH2:25]4)=[O:23])=[CH:17][CH:16]=3)[N:8]=2)=[N:4][CH:5]=1.Cl.[CH:28]1([C:31]2([F:35])[CH2:34][NH:33][CH2:32]2)[CH2:30][CH2:29]1.CCN(C(C)C)C(C)C. Product: [N:1]1[N:2]=[C:3]([NH:6][C:7]2[CH:12]=[C:11]([N:33]3[CH2:34][C:31]([CH:28]4[CH2:30][CH2:29]4)([F:35])[CH2:32]3)[N:10]=[C:9]([S:14][C:15]3[CH:20]=[CH:19][C:18]([NH:21][C:22]([CH:24]4[CH2:26][CH2:25]4)=[O:23])=[CH:17][CH:16]=3)[N:8]=2)[NH:4][CH:5]=1. The catalyst class is: 12. (9) Reactant: O.NN.[CH3:4][O:5][C:6]1[CH:14]=[CH:13][CH:12]=[C:11]2[C:7]=1[C:8](=O)[C:9](=[O:15])[NH:10]2.C([O-])(=O)C.[Na+]. Product: [CH3:4][O:5][C:6]1[CH:14]=[CH:13][CH:12]=[C:11]2[C:7]=1[CH2:8][C:9](=[O:15])[NH:10]2. The catalyst class is: 9.